Predict which catalyst facilitates the given reaction. From a dataset of Catalyst prediction with 721,799 reactions and 888 catalyst types from USPTO. Reactant: [H-].[Na+].[Br:3][C:4]1[CH:5]=[C:6]([OH:10])[CH:7]=[CH:8][CH:9]=1.Br[C:12]1[CH:13]=[N:14][CH:15]=[N:16][CH:17]=1.O. Product: [Br:3][C:4]1[CH:5]=[C:6]([CH:7]=[CH:8][CH:9]=1)[O:10][C:12]1[CH:13]=[N:14][CH:15]=[N:16][CH:17]=1. The catalyst class is: 39.